From a dataset of Catalyst prediction with 721,799 reactions and 888 catalyst types from USPTO. Predict which catalyst facilitates the given reaction. (1) Reactant: [CH3:1][O:2][C:3](=[O:15])[C:4]1[C:5](=[C:10]([OH:14])[CH:11]=[CH:12][CH:13]=1)[C:6]([O:8][CH3:9])=[O:7].C(=O)([O-])[O-].[K+].[K+].Br[CH2:23][C:24]1[CH:29]=[CH:28][C:27]([O:30][CH3:31])=[CH:26][CH:25]=1. Product: [CH3:1][O:2][C:3](=[O:15])[C:4]1[C:5](=[C:10]([O:14][CH2:23][C:24]2[CH:29]=[CH:28][C:27]([O:30][CH3:31])=[CH:26][CH:25]=2)[CH:11]=[CH:12][CH:13]=1)[C:6]([O:8][CH3:9])=[O:7]. The catalyst class is: 21. (2) Reactant: [OH:1][C:2]([C:12]1[CH:17]=[CH:16][C:15]([N:18]([CH2:22][C:23]2[CH:28]=[CH:27][CH:26]=[CH:25][CH:24]=2)[CH2:19][C:20]#[N:21])=[CH:14][CH:13]=1)([CH3:11])[CH2:3][NH:4][S:5]([CH:8]([CH3:10])[CH3:9])(=[O:7])=[O:6].[H-].[Al+3].[Li+].[H-].[H-].[H-].O.[OH-].[Na+]. Product: [NH2:21][CH2:20][CH2:19][N:18]([CH2:22][C:23]1[CH:24]=[CH:25][CH:26]=[CH:27][CH:28]=1)[C:15]1[CH:14]=[CH:13][C:12]([C:2]([OH:1])([CH3:11])[CH2:3][NH:4][S:5]([CH:8]([CH3:9])[CH3:10])(=[O:7])=[O:6])=[CH:17][CH:16]=1. The catalyst class is: 1. (3) Reactant: [N:1]1([CH2:6][CH2:7][O:8][C:9]2[CH:14]=[CH:13][C:12]([NH:15][C:16]([CH:18]3[CH2:23][CH2:22][CH2:21][CH2:20][CH2:19]3)=[O:17])=[CH:11][CH:10]=2)[CH2:5][CH2:4][CH2:3][CH2:2]1.[H-].[Na+].[F:26][C:27]1[CH:28]=[C:29]([CH:32]=[CH:33][CH:34]=1)[CH2:30]Br.O. Product: [F:26][C:27]1[CH:28]=[C:29]([CH:32]=[CH:33][CH:34]=1)[CH2:30][N:15]([C:12]1[CH:13]=[CH:14][C:9]([O:8][CH2:7][CH2:6][N:1]2[CH2:2][CH2:3][CH2:4][CH2:5]2)=[CH:10][CH:11]=1)[C:16]([CH:18]1[CH2:23][CH2:22][CH2:21][CH2:20][CH2:19]1)=[O:17]. The catalyst class is: 9.